From a dataset of NCI-60 drug combinations with 297,098 pairs across 59 cell lines. Regression. Given two drug SMILES strings and cell line genomic features, predict the synergy score measuring deviation from expected non-interaction effect. Drug 1: COC1=CC(=CC(=C1O)OC)C2C3C(COC3=O)C(C4=CC5=C(C=C24)OCO5)OC6C(C(C7C(O6)COC(O7)C8=CC=CS8)O)O. Drug 2: C1CC(=O)NC(=O)C1N2C(=O)C3=CC=CC=C3C2=O. Cell line: HL-60(TB). Synergy scores: CSS=78.3, Synergy_ZIP=11.0, Synergy_Bliss=11.1, Synergy_Loewe=-24.1, Synergy_HSA=11.3.